The task is: Predict the product of the given reaction.. This data is from Forward reaction prediction with 1.9M reactions from USPTO patents (1976-2016). Given the reactants Cl[C:2]1[CH:7]=[C:6]([Cl:8])[N:5]=[C:4]([S:9][CH3:10])[N:3]=1.C(=O)([O-])[O-].[K+].[K+].[F:17][CH:18]([F:28])[C:19]1[NH:23][C:22]2[CH:24]=[CH:25][CH:26]=[CH:27][C:21]=2[N:20]=1.O, predict the reaction product. The product is: [Cl:8][C:6]1[N:5]=[C:4]([S:9][CH3:10])[N:3]=[C:2]([N:20]2[C:21]3[CH:27]=[CH:26][CH:25]=[CH:24][C:22]=3[N:23]=[C:19]2[CH:18]([F:17])[F:28])[CH:7]=1.